From a dataset of Full USPTO retrosynthesis dataset with 1.9M reactions from patents (1976-2016). Predict the reactants needed to synthesize the given product. (1) Given the product [Cl:29][C:26]1[CH:27]=[CH:28][C:23]([C:16]2[N:15]=[C:14]([NH:33][CH2:34][C:35]3[O:36][CH:37]=[CH:38][CH:39]=3)[C:13]([CH:1]=[CH2:2])=[C:18]([C:19]([O:21][CH3:22])=[O:20])[N:17]=2)=[C:24]([F:32])[C:25]=1[O:30][CH3:31], predict the reactants needed to synthesize it. The reactants are: [CH:1](B1OC(C)(C)C(C)(C)O1)=[CH2:2].Cl[C:13]1[C:14]([NH:33][CH2:34][C:35]2[O:36][CH:37]=[CH:38][CH:39]=2)=[N:15][C:16]([C:23]2[CH:28]=[CH:27][C:26]([Cl:29])=[C:25]([O:30][CH3:31])[C:24]=2[F:32])=[N:17][C:18]=1[C:19]([O:21][CH3:22])=[O:20].[F-].[Cs+].ClCCl. (2) Given the product [C:9]([CH2:8][C:3]1[C:2]([C:19]2[CH:24]=[CH:23][CH:22]=[CH:21][C:20]=2[NH:25][C:26](=[O:32])[O:27][C:28]([CH3:30])([CH3:29])[CH3:31])=[C:6]([CH3:7])[O:5][N:4]=1)#[N:10], predict the reactants needed to synthesize it. The reactants are: Br[C:2]1[C:3]([CH2:8][C:9]#[N:10])=[N:4][O:5][C:6]=1[CH3:7].CC1(C)C(C)(C)OB([C:19]2[CH:24]=[CH:23][CH:22]=[CH:21][C:20]=2[NH:25][C:26](=[O:32])[O:27][C:28]([CH3:31])([CH3:30])[CH3:29])O1.C(=O)([O-])[O-].[Cs+].[Cs+].O.